This data is from NCI-60 drug combinations with 297,098 pairs across 59 cell lines. The task is: Regression. Given two drug SMILES strings and cell line genomic features, predict the synergy score measuring deviation from expected non-interaction effect. (1) Drug 1: CN(CC1=CN=C2C(=N1)C(=NC(=N2)N)N)C3=CC=C(C=C3)C(=O)NC(CCC(=O)O)C(=O)O. Drug 2: CS(=O)(=O)OCCCCOS(=O)(=O)C. Cell line: A549. Synergy scores: CSS=33.3, Synergy_ZIP=-5.49, Synergy_Bliss=-4.75, Synergy_Loewe=-6.57, Synergy_HSA=-3.16. (2) Drug 1: COC1=CC(=CC(=C1O)OC)C2C3C(COC3=O)C(C4=CC5=C(C=C24)OCO5)OC6C(C(C7C(O6)COC(O7)C8=CC=CS8)O)O. Drug 2: CC=C1C(=O)NC(C(=O)OC2CC(=O)NC(C(=O)NC(CSSCCC=C2)C(=O)N1)C(C)C)C(C)C. Cell line: NCI/ADR-RES. Synergy scores: CSS=4.95, Synergy_ZIP=-0.0124, Synergy_Bliss=0.295, Synergy_Loewe=1.15, Synergy_HSA=0.716. (3) Drug 1: C1=NC(=NC(=O)N1C2C(C(C(O2)CO)O)O)N. Drug 2: CS(=O)(=O)CCNCC1=CC=C(O1)C2=CC3=C(C=C2)N=CN=C3NC4=CC(=C(C=C4)OCC5=CC(=CC=C5)F)Cl. Cell line: LOX IMVI. Synergy scores: CSS=51.0, Synergy_ZIP=-1.66, Synergy_Bliss=-3.58, Synergy_Loewe=-17.7, Synergy_HSA=-2.22. (4) Drug 1: CN(C)N=NC1=C(NC=N1)C(=O)N. Drug 2: CS(=O)(=O)CCNCC1=CC=C(O1)C2=CC3=C(C=C2)N=CN=C3NC4=CC(=C(C=C4)OCC5=CC(=CC=C5)F)Cl. Cell line: EKVX. Synergy scores: CSS=3.89, Synergy_ZIP=-2.44, Synergy_Bliss=-0.224, Synergy_Loewe=-12.7, Synergy_HSA=-1.65. (5) Drug 1: C1=C(C(=O)NC(=O)N1)F. Synergy scores: CSS=46.6, Synergy_ZIP=7.73, Synergy_Bliss=-0.772, Synergy_Loewe=-6.08, Synergy_HSA=-1.37. Cell line: A549. Drug 2: N.N.Cl[Pt+2]Cl. (6) Drug 1: C1=C(C(=O)NC(=O)N1)N(CCCl)CCCl. Drug 2: C(=O)(N)NO. Cell line: SNB-19. Synergy scores: CSS=29.9, Synergy_ZIP=-1.70, Synergy_Bliss=0.849, Synergy_Loewe=-17.7, Synergy_HSA=1.40. (7) Synergy scores: CSS=3.05, Synergy_ZIP=-3.18, Synergy_Bliss=-2.92, Synergy_Loewe=-1.46, Synergy_HSA=-1.54. Cell line: SF-295. Drug 2: CC1=C(C=C(C=C1)C(=O)NC2=CC(=CC(=C2)C(F)(F)F)N3C=C(N=C3)C)NC4=NC=CC(=N4)C5=CN=CC=C5. Drug 1: CC12CCC(CC1=CCC3C2CCC4(C3CC=C4C5=CN=CC=C5)C)O. (8) Drug 1: C1=CN(C(=O)N=C1N)C2C(C(C(O2)CO)O)O.Cl. Drug 2: C1CC(=O)NC(=O)C1N2C(=O)C3=CC=CC=C3C2=O. Cell line: OVCAR-8. Synergy scores: CSS=28.6, Synergy_ZIP=-1.96, Synergy_Bliss=-3.92, Synergy_Loewe=-27.2, Synergy_HSA=-3.83. (9) Drug 1: CC12CCC3C(C1CCC2=O)CC(=C)C4=CC(=O)C=CC34C. Drug 2: B(C(CC(C)C)NC(=O)C(CC1=CC=CC=C1)NC(=O)C2=NC=CN=C2)(O)O. Cell line: SN12C. Synergy scores: CSS=12.6, Synergy_ZIP=0.428, Synergy_Bliss=-1.06, Synergy_Loewe=1.24, Synergy_HSA=1.08.